This data is from Reaction yield outcomes from USPTO patents with 853,638 reactions. The task is: Predict the reaction yield, written as a fraction of the theoretical maximum amount of product (1.0 means a 100% yield; for example, 0.34 means a 34% yield). (1) The reactants are [Br:1]N1C(=O)CCC1=O.[CH2:9]([C:11]1([CH2:29][CH3:30])[C:19]2[C:14](=[C:15]([O:20][CH3:21])[CH:16]=[CH:17][CH:18]=2)[N:13](C(OC(C)(C)C)=O)[CH2:12]1)[CH3:10].CCCCCC. The catalyst is CC(C)=O. The product is [Br:1][C:17]1[CH:18]=[C:19]2[C:14](=[C:15]([O:20][CH3:21])[CH:16]=1)[NH:13][CH2:12][C:11]2([CH2:29][CH3:30])[CH2:9][CH3:10]. The yield is 0.960. (2) The reactants are [BH4-].[Na+].[O:3]=[C:4]1[CH2:18][C@@H:7]2[CH2:8][N:9]([C:11]([O:13][C:14]([CH3:17])([CH3:16])[CH3:15])=[O:12])[CH2:10][C@@H:6]2[CH2:5]1. The catalyst is CO. The product is [OH:3][CH:4]1[CH2:18][C@@H:7]2[CH2:8][N:9]([C:11]([O:13][C:14]([CH3:16])([CH3:15])[CH3:17])=[O:12])[CH2:10][C@@H:6]2[CH2:5]1. The yield is 0.980. (3) The reactants are [Br:1][C:2]1[CH:3]=[C:4]2[C:10]([C:11]3[CH:16]=[CH:15][C:14]([O:17]C4CCCCO4)=[CH:13][CH:12]=3)=[CH:9][N:8]([S:24]([C:27]3[CH:32]=[CH:31][C:30]([CH3:33])=[CH:29][CH:28]=3)(=[O:26])=[O:25])[C:5]2=[N:6][CH:7]=1.C1(S)C=CC=CC=1.Cl. The catalyst is ClCCl.CCOCC. The product is [Br:1][C:2]1[CH:3]=[C:4]2[C:10]([C:11]3[CH:16]=[CH:15][C:14]([OH:17])=[CH:13][CH:12]=3)=[CH:9][N:8]([S:24]([C:27]3[CH:32]=[CH:31][C:30]([CH3:33])=[CH:29][CH:28]=3)(=[O:25])=[O:26])[C:5]2=[N:6][CH:7]=1. The yield is 0.810. (4) The reactants are [F:1][C:2]1[CH:7]=[CH:6][C:5]([C:8]2[S:9][C:10]3[N:11]=[C:12]([NH2:21])[N:13]=[C:14](S(C)(=O)=O)[C:15]=3[N:16]=2)=[CH:4][CH:3]=1.C(N(CC)CC)C.[NH:29]1[CH2:34][CH2:33][NH:32][CH2:31][CH2:30]1. The catalyst is O1CCOCC1. The product is [F:1][C:2]1[CH:7]=[CH:6][C:5]([C:8]2[S:9][C:10]3[N:11]=[C:12]([NH2:21])[N:13]=[C:14]([N:29]4[CH2:34][CH2:33][NH:32][CH2:31][CH2:30]4)[C:15]=3[N:16]=2)=[CH:4][CH:3]=1. The yield is 0.670. (5) The reactants are C1(C)C=CC(S([CH2:10][N+:11]#[C-:12])(=O)=O)=CC=1.[S:14]1[CH:18]=[CH:17][CH:16]=[C:15]1[CH:19]=[O:20].C(=O)([O-])[O-].[K+].[K+]. The catalyst is CO. The product is [S:14]1[CH:18]=[CH:17][CH:16]=[C:15]1[C:19]1[O:20][CH:12]=[N:11][CH:10]=1. The yield is 0.370.